Dataset: Forward reaction prediction with 1.9M reactions from USPTO patents (1976-2016). Task: Predict the product of the given reaction. (1) Given the reactants [CH2:1]1[O:17][C:16]2[CH:15]=[CH:14][C:5]([CH2:6][NH:7][CH2:8][CH:9](OC)OC)=[CH:4][C:3]=2[O:2]1.[CH3:18][O:19][C:20]1[CH:21]=[C:22]([CH:25]=[C:26]([O:30][CH3:31])[C:27]=1[O:28][CH3:29])[CH:23]=O.[ClH:32].[NH4+].[OH-], predict the reaction product. The product is: [ClH:32].[CH3:18][O:19][C:20]1[C:21]2[C:8]3[N:7]=[CH:6][C:5]4[C:14]([C:9]=3[CH2:23][C:22]=2[CH:25]=[C:26]([O:30][CH3:31])[C:27]=1[O:28][CH3:29])=[CH:15][C:16]1[O:17][CH2:1][O:2][C:3]=1[CH:4]=4. (2) Given the reactants C([O-])([O-])=O.[K+].[K+].[Br:7][C:8]1[CH:13]=[CH:12][C:11]([C:14](=[O:20])[CH2:15][CH2:16][CH2:17][CH2:18]Cl)=[CH:10][CH:9]=1.[CH3:21][CH:22]([CH3:38])[C:23]([NH:25][C:26]1[CH:31]=[CH:30][CH:29]=[C:28]([CH:32]2[CH2:37][CH2:36][NH:35][CH2:34][CH2:33]2)[CH:27]=1)=[O:24], predict the reaction product. The product is: [Br:7][C:8]1[CH:13]=[CH:12][C:11]([C:14](=[O:20])[CH2:15][CH2:16][CH2:17][CH2:18][N:35]2[CH2:36][CH2:37][CH:32]([C:28]3[CH:27]=[C:26]([NH:25][C:23](=[O:24])[CH:22]([CH3:21])[CH3:38])[CH:31]=[CH:30][CH:29]=3)[CH2:33][CH2:34]2)=[CH:10][CH:9]=1. (3) Given the reactants Cl.[Cl:2][C:3]1[C:8]([Cl:9])=[CH:7][CH:6]=[CH:5][C:4]=1[N:10]1[CH2:15][CH2:14][NH:13][CH2:12][CH2:11]1.C[O:17][C:18]1C=C[CH:21]=[CH:20][C:19]=1N1CCN(CCCCO)CC1, predict the reaction product. The product is: [Cl:2][C:3]1[C:8]([Cl:9])=[CH:7][CH:6]=[CH:5][C:4]=1[N:10]1[CH2:15][CH2:14][N:13]([CH2:21][CH2:20][CH2:19][CH2:18][OH:17])[CH2:12][CH2:11]1. (4) Given the reactants C(Cl)Cl.Br[CH2:5][C:6]1[CH:11]=[CH:10][C:9]([O:12][CH3:13])=[CH:8][C:7]=1[CH2:14]Br.[O:16]=[C:17]([CH2:24][C:25]([O:27][CH2:28][CH3:29])=[O:26])[CH2:18][C:19]([O:21][CH2:22][CH3:23])=[O:20].[Cl-].[NH4+], predict the reaction product. The product is: [CH2:28]([O:27][C:25]([CH:24]1[C:17](=[O:16])[CH:18]([C:19]([O:21][CH2:22][CH3:23])=[O:20])[CH2:14][C:7]2[CH:8]=[C:9]([O:12][CH3:13])[CH:10]=[CH:11][C:6]=2[CH2:5]1)=[O:26])[CH3:29].